From a dataset of Full USPTO retrosynthesis dataset with 1.9M reactions from patents (1976-2016). Predict the reactants needed to synthesize the given product. Given the product [C:1]([O:5][C:6]([NH:8][C@@H:9]([CH2:10][O:11][CH2:20][C:19]1[CH:22]=[CH:23][C:16]([F:15])=[CH:17][CH:18]=1)[CH3:12])=[O:7])([CH3:4])([CH3:3])[CH3:2], predict the reactants needed to synthesize it. The reactants are: [C:1]([O:5][C:6]([NH:8][C@H:9]([CH3:12])[CH2:10][OH:11])=[O:7])([CH3:4])([CH3:3])[CH3:2].[H-].[Na+].[F:15][C:16]1[CH:23]=[CH:22][C:19]([CH2:20]Br)=[CH:18][CH:17]=1.O.